This data is from Catalyst prediction with 721,799 reactions and 888 catalyst types from USPTO. The task is: Predict which catalyst facilitates the given reaction. (1) Reactant: [C:1]([C:4]1[N:8]=[CH:7][NH:6][C:5]=1[C:9]#[N:10])(=O)[CH3:2].O.[NH2:12][NH2:13]. Product: [NH2:10][C:9]1[N:13]=[N:12][C:1]([CH3:2])=[C:4]2[N:8]=[CH:7][NH:6][C:5]=12. The catalyst class is: 8. (2) Reactant: Cl[C:2]1[CH:7]=[C:6]([N:8]2[CH2:12][CH2:11][CH2:10][CH2:9]2)[N:5]=[C:4]([N:13]2[CH2:17][CH2:16][CH2:15][CH2:14]2)[N:3]=1.[N+:18]([C:21]1[CH:26]=[CH:25][C:24]([N:27]2[CH2:32][CH2:31][NH:30][CH2:29][CH2:28]2)=[CH:23][CH:22]=1)([O-:20])=[O:19].N1C=CC=CC=1. Product: [N+:18]([C:21]1[CH:22]=[CH:23][C:24]([N:27]2[CH2:32][CH2:31][N:30]([C:2]3[CH:7]=[C:6]([N:8]4[CH2:12][CH2:11][CH2:10][CH2:9]4)[N:5]=[C:4]([N:13]4[CH2:17][CH2:16][CH2:15][CH2:14]4)[N:3]=3)[CH2:29][CH2:28]2)=[CH:25][CH:26]=1)([O-:20])=[O:19]. The catalyst class is: 6. (3) The catalyst class is: 4. Reactant: [CH3:1][O:2][C:3](=[O:10])[C:4]([C:6]([F:9])([F:8])[F:7])=[CH2:5].O([CH2:13][N:14]([CH2:20][C:21]1[CH:26]=[CH:25][CH:24]=[CH:23][CH:22]=1)[CH2:15][Si](C)(C)C)C.FC(F)(F)C(O)=O. Product: [CH3:1][O:2][C:3]([C:4]1([C:6]([F:9])([F:8])[F:7])[CH2:5][CH2:13][N:14]([CH2:20][C:21]2[CH:22]=[CH:23][CH:24]=[CH:25][CH:26]=2)[CH2:15]1)=[O:10].